The task is: Predict which catalyst facilitates the given reaction.. This data is from Catalyst prediction with 721,799 reactions and 888 catalyst types from USPTO. (1) Product: [NH2:24][C:21]1[N:20]=[CH:19][C:18]([C:17]#[C:16][C:15]2[C:10]([C:8]3[CH:7]=[CH:6][C:5]([F:27])=[C:4]([CH:9]=3)[C:3]([OH:28])=[O:2])=[N:11][CH:12]=[N:13][C:14]=2[CH2:25][CH3:26])=[CH:23][CH:22]=1. Reactant: C[O:2][C:3](=[O:28])[C:4]1[CH:9]=[C:8]([C:10]2[C:15]([C:16]#[C:17][C:18]3[CH:19]=[N:20][C:21]([NH2:24])=[CH:22][CH:23]=3)=[C:14]([CH2:25][CH3:26])[N:13]=[CH:12][N:11]=2)[CH:7]=[CH:6][C:5]=1[F:27].Cl. The catalyst class is: 20. (2) Product: [CH2:31]([N:26]([C:22]1[CH:23]=[CH:24][CH:25]=[C:20]([C:18]2[N:10]3[N:11]=[CH:12][C:8]([C:6]([C:2]4[S:1][CH:5]=[CH:4][CH:3]=4)=[O:7])=[C:9]3[N:13]=[CH:16][CH:17]=2)[CH:21]=1)[S:27]([CH3:30])(=[O:29])=[O:28])[C:32]#[CH:33]. The catalyst class is: 15. Reactant: [S:1]1[CH:5]=[CH:4][CH:3]=[C:2]1[C:6]([C:8]1[CH:12]=[N:11][NH:10][C:9]=1[NH2:13])=[O:7].CN(C)[CH:16]=[CH:17][C:18]([C:20]1[CH:21]=[C:22]([N:26]([CH2:31][C:32]#[CH:33])[S:27]([CH3:30])(=[O:29])=[O:28])[CH:23]=[CH:24][CH:25]=1)=O.C(OCC)(=O)C. (3) Reactant: [OH:1][C:2]1[C:10]2[N:9]=[C:8]([CH3:11])[N:7]([CH3:12])[C:6]=2[CH:5]=[C:4]([C:13]([O:15][CH2:16][CH3:17])=[O:14])[CH:3]=1.Br[CH:19]1[CH2:27][C:26]2[C:21](=[CH:22][CH:23]=[C:24]([Cl:28])[CH:25]=2)[CH:20]1O.C(=O)([O-])[O-:31].[K+].[K+]. Product: [Cl:28][C:24]1[CH:25]=[C:26]2[C:21](=[CH:22][CH:23]=1)[C@@H:20]([O:1][C:2]1[C:10]3[N:9]=[C:8]([CH3:11])[N:7]([CH3:12])[C:6]=3[CH:5]=[C:4]([C:13]([O:15][CH2:16][CH3:17])=[O:14])[CH:3]=1)[C@H:19]([OH:31])[CH2:27]2. The catalyst class is: 40. (4) Product: [OH:1][C:2]1[CH:3]=[CH:4][C:5]([CH:8]=[C:9]([O:14][CH3:15])[C:10]([OH:12])=[O:11])=[CH:6][CH:7]=1. The catalyst class is: 5. Reactant: [OH:1][C:2]1[CH:7]=[CH:6][C:5]([CH:8]=[C:9]([O:14][CH3:15])[C:10]([O:12]C)=[O:11])=[CH:4][CH:3]=1.[OH-].[Na+]. (5) Reactant: Cl[C:2]1[CH:7]=[N:6][C:5]([C:8]2[CH:13]=[CH:12][C:11]([CH3:14])=[CH:10][CH:9]=2)=[C:4]([C:15]2[CH:20]=[CH:19][C:18]([CH3:21])=[CH:17][CH:16]=2)[N:3]=1.[CH3:22][NH:23][CH2:24][CH2:25][CH2:26][CH2:27][OH:28].C(=O)([O-])[O-].[K+].[K+]. Product: [C:11]1([CH3:14])[CH:12]=[CH:13][C:8]([C:5]2[N:6]=[CH:7][C:2]([N:23]([CH2:24][CH2:25][CH2:26][CH2:27][OH:28])[CH3:22])=[N:3][C:4]=2[C:15]2[CH:20]=[CH:19][C:18]([CH3:21])=[CH:17][CH:16]=2)=[CH:9][CH:10]=1. The catalyst class is: 9. (6) Reactant: [Cl:1][C:2]1[CH:21]=[C:20]([Cl:22])[CH:19]=[CH:18][C:3]=1[O:4][CH2:5][C:6]1[CH:7]=[C:8]([CH2:16][OH:17])[CH:9]=[C:10]([O:12][CH:13]([CH3:15])[CH3:14])[CH:11]=1.O[C:24]1[C:28]([CH2:29][CH2:30][C:31]([O:33]CC)=[O:32])=[CH:27][N:26]([CH3:36])[N:25]=1.C(P(CCCC)CCCC)CCC.N(C(N1CCCCC1)=O)=NC(N1CCCCC1)=O.O1CCCC1CCO.[OH-].[Na+].Cl. Product: [Cl:1][C:2]1[CH:21]=[C:20]([Cl:22])[CH:19]=[CH:18][C:3]=1[O:4][CH2:5][C:6]1[CH:7]=[C:8]([CH:9]=[C:10]([O:12][CH:13]([CH3:15])[CH3:14])[CH:11]=1)[CH2:16][O:17][C:24]1[C:28]([CH2:29][CH2:30][C:31]([OH:33])=[O:32])=[CH:27][N:26]([CH3:36])[N:25]=1. The catalyst class is: 7.